The task is: Regression. Given a peptide amino acid sequence and an MHC pseudo amino acid sequence, predict their binding affinity value. This is MHC class I binding data.. This data is from Peptide-MHC class I binding affinity with 185,985 pairs from IEDB/IMGT. The peptide sequence is RRWRRLTVC. The MHC is HLA-B53:01 with pseudo-sequence HLA-B53:01. The binding affinity (normalized) is 0.213.